Dataset: Catalyst prediction with 721,799 reactions and 888 catalyst types from USPTO. Task: Predict which catalyst facilitates the given reaction. (1) Reactant: C[O-].[Na+].[NH:4]1[CH:11]=[CH:10][C:8](=[S:9])[NH:7][C:5]1=[O:6].Br[CH2:13][C:14]1[CH:19]=[CH:18][C:17]([Cl:20])=[CH:16][CH:15]=1. Product: [Cl:20][C:17]1[CH:18]=[CH:19][C:14]([CH2:13][S:9][C:8]2[CH:10]=[CH:11][NH:4][C:5](=[O:6])[N:7]=2)=[CH:15][CH:16]=1. The catalyst class is: 5. (2) Reactant: C([N:8]1[CH2:13][CH2:12][CH:11]([C:14]2[C:15](=[O:24])[NH:16][C:17]3[C:22]([CH:23]=2)=[CH:21][CH:20]=[CH:19][CH:18]=3)[CH2:10][CH2:9]1)C1C=CC=CC=1.[H][H]. Product: [NH:8]1[CH2:9][CH2:10][CH:11]([C:14]2[C:15](=[O:24])[NH:16][C:17]3[C:22]([CH:23]=2)=[CH:21][CH:20]=[CH:19][CH:18]=3)[CH2:12][CH2:13]1. The catalyst class is: 293. (3) Product: [CH2:1]([O:3][C:4](=[O:15])[C@H:5]([CH2:7][C:8]1[CH:9]=[CH:10][C:11]([OH:14])=[CH:12][CH:13]=1)[NH:6][C:24](=[O:25])[C:23]1[CH:27]=[CH:28][CH:29]=[CH:30][C:22]=1[Cl:21])[CH3:2]. The catalyst class is: 7. Reactant: [CH2:1]([O:3][C:4](=[O:15])[C@H:5]([CH2:7][C:8]1[CH:13]=[CH:12][C:11]([OH:14])=[CH:10][CH:9]=1)[NH2:6])[CH3:2].C([O-])(O)=O.[Na+].[Cl:21][C:22]1[CH:30]=[CH:29][CH:28]=[CH:27][C:23]=1[C:24](Cl)=[O:25]. (4) Reactant: Cl.[NH2:2][C@H:3]1[C:12]([CH2:15][CH3:16])([CH2:13][CH3:14])[C:11]2[CH:10]=[C:9]([OH:17])[CH:8]=[CH:7][C:6]=2[CH2:5][C@@H:4]1[O:18][CH3:19].C[O:21][C:22](=[O:34])[C@H:23]([CH2:27][CH:28]1[CH2:33][CH2:32][CH2:31][CH2:30][CH2:29]1)[CH2:24][CH:25]=O.C(N(CC)CC)C.C(O[BH-](OC(=O)C)OC(=O)C)(=O)C.[Na+]. Product: [CH:28]1([CH2:27][C@H:23]([CH2:24][CH2:25][NH:2][C@@H:3]2[C@@H:4]([O:18][CH3:19])[CH2:5][C:6]3[C:11](=[CH:10][C:9]([OH:17])=[CH:8][CH:7]=3)[C:12]2([CH2:15][CH3:16])[CH2:13][CH3:14])[C:22]([OH:34])=[O:21])[CH2:33][CH2:32][CH2:31][CH2:30][CH2:29]1. The catalyst class is: 317. (5) Reactant: [F:1][C:2]([F:21])([F:20])[C:3]1[CH:4]=[C:5]([C@H:13]2[O:17][C:16](=[O:18])[NH:15][C@H:14]2[CH3:19])[CH:6]=[C:7]([C:9]([F:12])([F:11])[F:10])[CH:8]=1.[H-].[Na+].[Cl:24][C:25]1[C:26]([CH3:38])=[N:27][C:28]([S:36][CH3:37])=[N:29][C:30]=1[CH2:31]S(C)(=O)=O.[NH4+].[Cl-]. Product: [F:21][C:2]([F:1])([F:20])[C:3]1[CH:4]=[C:5]([C@H:13]2[O:17][C:16](=[O:18])[N:15]([CH2:31][C:30]3[C:25]([Cl:24])=[C:26]([CH3:38])[N:27]=[C:28]([S:36][CH3:37])[N:29]=3)[C@H:14]2[CH3:19])[CH:6]=[C:7]([C:9]([F:10])([F:11])[F:12])[CH:8]=1. The catalyst class is: 1. (6) Reactant: [CH:1]([C:4]1[CH:24]=[CH:23][C:7]([CH2:8][N:9]2[C:17]3[C:12](=[CH:13][C:14]([C:18]4[CH:19]=[N:20][NH:21][CH:22]=4)=[CH:15][CH:16]=3)[CH2:11][CH2:10]2)=[CH:6][CH:5]=1)([CH3:3])[CH3:2].Br[C:26]1C=C2C(=CC=1)NCC2.BrCC1C=CC(C(C)(C)C)=CC=1.CC1(C)C(C)(C)OB(C2C=NN(C(OC(C)(C)C)=O)C=2)O1. Product: [C:1]([C:4]1[CH:5]=[CH:6][C:7]([CH2:8][N:9]2[C:17]3[C:12](=[CH:13][C:14]([C:18]4[CH:22]=[N:21][NH:20][CH:19]=4)=[CH:15][CH:16]=3)[CH2:11][CH2:10]2)=[CH:23][CH:24]=1)([CH3:26])([CH3:3])[CH3:2]. The catalyst class is: 45. (7) Reactant: [Br:1][C:2]1[C:3]([OH:19])=[N:4][N:5]2[C:10]=1[C:9]([CH3:11])=[N:8][N:7]=[C:6]2[C:12]1[CH:17]=[CH:16][CH:15]=[CH:14][C:13]=1[F:18].C(=O)([O-])[O-].[Cs+].[Cs+].Cl.Cl[CH2:28][C:29]1[N:33]([CH3:34])[N:32]=[CH:31][N:30]=1. Product: [Br:1][C:2]1[C:3]([O:19][CH2:28][C:29]2[N:33]([CH3:34])[N:32]=[CH:31][N:30]=2)=[N:4][N:5]2[C:10]=1[C:9]([CH3:11])=[N:8][N:7]=[C:6]2[C:12]1[CH:17]=[CH:16][CH:15]=[CH:14][C:13]=1[F:18]. The catalyst class is: 3. (8) Reactant: [C:1]([C:3]1[S:4][C:5]2[C:11]([C:12]#[N:13])=[C:10](/[N:14]=[CH:15]/[N:16](C)C)[CH:9]=[CH:8][C:6]=2[N:7]=1)#[N:2].N[C:20]1[CH:27]=[CH:26][C:23]([C:24]#[N:25])=[CH:22][CH:21]=1.[K+].[Br-]. Product: [C:24]([C:23]1[CH:26]=[CH:27][C:20]([NH:13][C:12]2[C:11]3[C:10](=[CH:9][CH:8]=[C:6]4[N:7]=[C:3]([C:1]#[N:2])[S:4][C:5]4=3)[N:14]=[CH:15][N:16]=2)=[CH:21][CH:22]=1)#[N:25]. The catalyst class is: 91. (9) Reactant: [C:1]([C:3]1([NH:6][C:7]([C@@H:9]2[CH2:13][C@@H:12]([S:14]([C:17]3[CH:22]=[CH:21][C:20]([F:23])=[CH:19][C:18]=3[Cl:24])(=[O:16])=[O:15])[CH2:11][C@H:10]2[CH2:25]O)=[O:8])[CH2:5][CH2:4]1)#[N:2].[F:27]C(F)(S(F)(=O)=O)C(F)(F)C(F)(F)C(F)(F)F.C(N(CC)CC)C. Product: [C:1]([C:3]1([NH:6][C:7]([C@@H:9]2[CH2:13][C@@H:12]([S:14]([C:17]3[CH:22]=[CH:21][C:20]([F:23])=[CH:19][C:18]=3[Cl:24])(=[O:16])=[O:15])[CH2:11][C@H:10]2[CH2:25][F:27])=[O:8])[CH2:5][CH2:4]1)#[N:2]. The catalyst class is: 7.